From a dataset of Full USPTO retrosynthesis dataset with 1.9M reactions from patents (1976-2016). Predict the reactants needed to synthesize the given product. (1) Given the product [CH2:1]([C:4]1([S:7]([NH:10][C:14]2[C:13]([NH:12][C:23]3[CH:28]=[CH:27][C:26]([Br:29])=[CH:25][C:24]=3[Cl:30])=[C:21]([F:22])[C:17]3[N:18]=[CH:19][S:20][C:16]=3[CH:15]=2)(=[O:9])=[O:8])[CH2:6][CH2:5]1)[CH:2]=[CH2:3], predict the reactants needed to synthesize it. The reactants are: [CH2:1]([C:4]1([S:7]([N:10]2[C:14]3=[CH:15][C:16]4[S:20][CH:19]=[N:18][C:17]=4[C:21]([F:22])=[C:13]3[N:12]([C:23]3[CH:28]=[CH:27][C:26]([Br:29])=[CH:25][C:24]=3[Cl:30])C2=O)(=[O:9])=[O:8])[CH2:6][CH2:5]1)[CH:2]=[CH2:3].C[Si](C)(C)[O-].[K+].[NH4+].[Cl-]. (2) Given the product [O:29]1[C:24]2([CH2:36][CH2:37][N:21]([CH2:20][C:16]3[CH:15]=[C:14]([CH:19]=[CH:18][CH:17]=3)[CH2:13][CH2:12][N:4]([CH2:3][C@H:2]([OH:1])[C:38]3[CH:47]=[CH:46][C:45]([OH:48])=[C:44]4[C:39]=3[CH:40]=[CH:41][C:42](=[O:49])[NH:43]4)[C:5](=[O:11])[O:6][C:7]([CH3:10])([CH3:9])[CH3:8])[CH2:22][CH2:23]2)[CH2:25][NH:26][CH2:27][CH2:28]1, predict the reactants needed to synthesize it. The reactants are: [OH:1][C@H:2]([C:38]1[CH:47]=[CH:46][C:45]([OH:48])=[C:44]2[C:39]=1[CH:40]=[CH:41][C:42](=[O:49])[NH:43]2)[CH2:3][N:4]([CH2:12][CH2:13][C:14]1[CH:19]=[CH:18][CH:17]=[C:16]([CH2:20][N:21]2[CH2:37][CH2:36][C:24]3([O:29][CH2:28][CH2:27][N:26](C(=O)C(F)(F)F)[CH2:25]3)[CH2:23][CH2:22]2)[CH:15]=1)[C:5](=[O:11])[O:6][C:7]([CH3:10])([CH3:9])[CH3:8].C(=O)([O-])[O-].[K+].[K+]. (3) Given the product [O:1]1[C@H:3]([C@@H:4]([O:7][S:15]([C:18]2[CH:24]=[CH:23][C:21]([CH3:22])=[CH:20][CH:19]=2)(=[O:17])=[O:16])[CH2:5][CH3:6])[CH2:2]1, predict the reactants needed to synthesize it. The reactants are: [O:1]1[C@H:3]([C@@H:4]([OH:7])[CH2:5][CH3:6])[CH2:2]1.CCOCC.[OH-].[K+].[S:15](Cl)([C:18]1[CH:24]=[CH:23][C:21]([CH3:22])=[CH:20][CH:19]=1)(=[O:17])=[O:16]. (4) Given the product [Cl:18][C:6]1[C:7]2[C:12](=[CH:11][C:10]([O:13][CH3:14])=[CH:9][CH:8]=2)[C:3]([O:2][CH3:1])=[CH:4][N:5]=1, predict the reactants needed to synthesize it. The reactants are: [CH3:1][O:2][C:3]1[C:12]2[C:7](=[CH:8][CH:9]=[C:10]([O:13][CH3:14])[CH:11]=2)[C:6](=O)[NH:5][CH:4]=1.O=P(Cl)(Cl)[Cl:18]. (5) Given the product [CH:15]1([CH2:21][NH:22][C:12]([C:5]2[C:6]([C:8]([F:11])([F:10])[F:9])=[N:7][C:2]([Cl:1])=[N:3][CH:4]=2)=[O:13])[CH2:20][CH2:19][CH2:18][CH2:17][CH2:16]1, predict the reactants needed to synthesize it. The reactants are: [Cl:1][C:2]1[N:7]=[C:6]([C:8]([F:11])([F:10])[F:9])[C:5]([C:12](Cl)=[O:13])=[CH:4][N:3]=1.[CH:15]1([CH2:21][NH2:22])[CH2:20][CH2:19][CH2:18][CH2:17][CH2:16]1.C(N(CC)CC)C.